Predict which catalyst facilitates the given reaction. From a dataset of Catalyst prediction with 721,799 reactions and 888 catalyst types from USPTO. (1) The catalyst class is: 70. Reactant: Br[C:2]1[O:6][C:5]([C:7]2[C:12]([CH3:13])=[CH:11][N:10]=[C:9]([NH:14][C:15](=[O:17])[CH3:16])[CH:8]=2)=[CH:4][C:3]=1[C:18]1[N:22]=[CH:21][N:20]([CH2:23][O:24][CH2:25][CH2:26][Si:27]([CH3:30])([CH3:29])[CH3:28])[N:19]=1.[Cl:31][C:32]1[CH:37]=[CH:36][C:35]([CH:38]=[O:39])=[CH:34][C:33]=1B(O)O.C(=O)([O-])[O-].[Cs+].[Cs+]. Product: [Cl:31][C:32]1[CH:37]=[CH:36][C:35]([CH:38]=[O:39])=[CH:34][C:33]=1[C:2]1[O:6][C:5]([C:7]2[C:12]([CH3:13])=[CH:11][N:10]=[C:9]([NH:14][C:15](=[O:17])[CH3:16])[CH:8]=2)=[CH:4][C:3]=1[C:18]1[N:22]=[CH:21][N:20]([CH2:23][O:24][CH2:25][CH2:26][Si:27]([CH3:30])([CH3:29])[CH3:28])[N:19]=1. (2) Reactant: [N:1]1([C:7]([C:9]2[CH:10]=[CH:11][C:12]([C:15]3[N:23]4[C:18]([CH:19]=[CH:20][CH:21]=[CH:22]4)=[CH:17][C:16]=3[C:24](=[O:26])[CH3:25])=[N:13][CH:14]=2)=[O:8])[CH2:6][CH2:5][O:4][CH2:3][CH2:2]1.[BH4-].[Na+]. Product: [N:1]1([C:7]([C:9]2[CH:10]=[CH:11][C:12]([C:15]3[N:23]4[C:18]([CH:19]=[CH:20][CH:21]=[CH:22]4)=[CH:17][C:16]=3[CH:24]([OH:26])[CH3:25])=[N:13][CH:14]=2)=[O:8])[CH2:2][CH2:3][O:4][CH2:5][CH2:6]1. The catalyst class is: 5. (3) Reactant: [Cl:1][C:2]1[CH:3]=[C:4]([CH:8]=[C:9]([O:12][CH3:13])[C:10]=1[OH:11])[C:5](O)=O.[NH2:14][NH:15][C:16]([NH2:18])=[S:17].O=P(Cl)(Cl)Cl.[NH4+].[OH-]. Product: [Cl:1][C:2]1[CH:3]=[C:4]([C:5]2[S:17][C:16]([NH:18][CH:2]3[CH2:3][CH2:4][CH2:8][CH2:9][CH2:10]3)=[N:15][N:14]=2)[CH:8]=[C:9]([O:12][CH3:13])[C:10]=1[OH:11]. The catalyst class is: 12. (4) Reactant: [CH3:1][S:2][C:3]1[N:8]=[C:7]([C:9]([OH:11])=O)[CH:6]=[CH:5][N:4]=1.Cl.CN(C)CCCN=C=NCC.Cl.[CH3:25][NH:26][O:27][CH3:28].C(N(CC)CC)C.C(=O)(O)[O-].[Na+]. Product: [CH3:28][O:27][N:26]([CH3:25])[C:9]([C:7]1[CH:6]=[CH:5][N:4]=[C:3]([S:2][CH3:1])[N:8]=1)=[O:11]. The catalyst class is: 23.